This data is from Reaction yield outcomes from USPTO patents with 853,638 reactions. The task is: Predict the reaction yield, written as a fraction of the theoretical maximum amount of product (1.0 means a 100% yield; for example, 0.34 means a 34% yield). (1) The reactants are [N+:1]([C:4]1[CH:12]=[C:11]2[C:7]([C:8]([C:13]#[N:14])=[CH:9][NH:10]2)=[CH:6][CH:5]=1)([O-])=O. The catalyst is CCO.[Pd]. The product is [NH2:1][C:4]1[CH:12]=[C:11]2[C:7]([C:8]([C:13]#[N:14])=[CH:9][NH:10]2)=[CH:6][CH:5]=1. The yield is 0.990. (2) The reactants are [CH3:1][O:2][C:3]1[C:12]([O:13][CH2:14][C:15]2[CH:20]=[CH:19][CH:18]=[CH:17][CH:16]=2)=[C:11]2[C:6]([CH:7]=[CH:8][CH:9]=[N:10]2)=[CH:5][CH:4]=1.ClC1C=CC=C(C(OO)=[O:29])C=1. The catalyst is C(Cl)Cl. The product is [CH3:1][O:2][C:3]1[C:12]([O:13][CH2:14][C:15]2[CH:20]=[CH:19][CH:18]=[CH:17][CH:16]=2)=[C:11]2[C:6]([CH:7]=[CH:8][CH:9]=[N+:10]2[O-:29])=[CH:5][CH:4]=1. The yield is 0.580. (3) The product is [OH:1][C:2]1[C:9]([I:16])=[CH:8][C:7]([O:10][CH3:11])=[CH:6][C:3]=1[CH:4]=[O:5]. The catalyst is ClCCl. The yield is 0.119. The reactants are [OH:1][C:2]1[CH:9]=[CH:8][C:7]([O:10][CH3:11])=[CH:6][C:3]=1[CH:4]=[O:5].C(O[I:16](OC(=O)C)([O-])(=O)=O)(=O)C.C([N+](CC)(CC)CC)C. (4) The catalyst is O1CCCC1.CO. The yield is 0.440. The product is [NH2:57][C:24]([C:16]1[CH:17]=[N:18][C:19]2[C:14]([C:15]=1[NH:29][C:30]1[CH:35]=[CH:34][CH:33]=[C:32]([CH2:36][OH:37])[C:31]=1[CH2:45][CH3:46])=[CH:13][C:12]([NH:11][CH2:10][CH2:9][NH:8][C:6](=[O:7])[O:5][C:1]([CH3:4])([CH3:3])[CH3:2])=[C:21]([O:22][CH3:23])[CH:20]=2)=[O:25]. The reactants are [C:1]([O:5][C:6]([NH:8][CH2:9][CH2:10][NH:11][C:12]1[CH:13]=[C:14]2[C:19](=[CH:20][C:21]=1[O:22][CH3:23])[N:18]=[CH:17][C:16]([C:24](OCC)=[O:25])=[C:15]2[NH:29][C:30]1[CH:35]=[CH:34][CH:33]=[C:32]([CH2:36][O:37][Si](C(C)(C)C)(C)C)[C:31]=1[CH2:45][CH3:46])=[O:7])([CH3:4])([CH3:3])[CH3:2].[C-]#N.[K+].N.O.[F-].C([N+:57](CCCC)(CCCC)CCCC)CCC.